This data is from Reaction yield outcomes from USPTO patents with 853,638 reactions. The task is: Predict the reaction yield, written as a fraction of the theoretical maximum amount of product (1.0 means a 100% yield; for example, 0.34 means a 34% yield). (1) The product is [OH:1][C:2]1[CH:11]=[C:10]2[C:5]([CH2:6][C@@H:7]([C:12]([O:14][CH3:15])=[O:13])[N:8]([C:21]([O:23][CH2:24][C:25]3[CH:30]=[CH:29][CH:28]=[CH:27][CH:26]=3)=[O:22])[CH2:9]2)=[CH:4][CH:3]=1. The catalyst is CO.C1C=CC=CC=1.CCCCCC.O.O1CCCC1. The yield is 1.00. The reactants are [OH:1][C:2]1[CH:11]=[C:10]2[C:5]([CH2:6][C@@H:7]([C:12]([OH:14])=[O:13])[NH:8][CH2:9]2)=[CH:4][CH:3]=1.[C:15](=O)(O)[O-].[Na+].Cl[C:21]([O:23][CH2:24][C:25]1[CH:30]=[CH:29][CH:28]=[CH:27][CH:26]=1)=[O:22].C[Si](C=[N+]=[N-])(C)C. (2) The reactants are C([O:4][CH2:5][C:6]1[CH:11]=[C:10]([O:12][CH2:13][CH2:14][CH2:15][S:16]([CH3:19])(=[O:18])=[O:17])[CH:9]=[C:8]([CH3:20])[C:7]=1[C:21]1[CH:26]=[CH:25][CH:24]=[C:23]([CH2:27][O:28][C:29]2[CH:42]=[CH:41][C:32]3[C@H:33]([CH2:36][C:37]([O:39]C)=[O:38])[CH2:34][O:35][C:31]=3[CH:30]=2)[CH:22]=1)(=O)C.CO.[OH-].[Na+].Cl. The catalyst is O.O1CCCC1. The product is [OH:4][CH2:5][C:6]1[CH:11]=[C:10]([O:12][CH2:13][CH2:14][CH2:15][S:16]([CH3:19])(=[O:18])=[O:17])[CH:9]=[C:8]([CH3:20])[C:7]=1[C:21]1[CH:26]=[CH:25][CH:24]=[C:23]([CH2:27][O:28][C:29]2[CH:42]=[CH:41][C:32]3[C@H:33]([CH2:36][C:37]([OH:39])=[O:38])[CH2:34][O:35][C:31]=3[CH:30]=2)[CH:22]=1. The yield is 0.510.